From a dataset of Merck oncology drug combination screen with 23,052 pairs across 39 cell lines. Regression. Given two drug SMILES strings and cell line genomic features, predict the synergy score measuring deviation from expected non-interaction effect. (1) Drug 1: COC12C(COC(N)=O)C3=C(C(=O)C(C)=C(N)C3=O)N1CC1NC12. Drug 2: COC1CC2CCC(C)C(O)(O2)C(=O)C(=O)N2CCCCC2C(=O)OC(C(C)CC2CCC(OP(C)(C)=O)C(OC)C2)CC(=O)C(C)C=C(C)C(O)C(OC)C(=O)C(C)CC(C)C=CC=CC=C1C. Cell line: COLO320DM. Synergy scores: synergy=13.8. (2) Drug 1: CC1(c2nc3c(C(N)=O)cccc3[nH]2)CCCN1. Drug 2: CCc1cnn2c(NCc3ccc[n+]([O-])c3)cc(N3CCCCC3CCO)nc12. Cell line: ES2. Synergy scores: synergy=5.55. (3) Drug 1: Cc1nc(Nc2ncc(C(=O)Nc3c(C)cccc3Cl)s2)cc(N2CCN(CCO)CC2)n1. Drug 2: COC1=C2CC(C)CC(OC)C(O)C(C)C=C(C)C(OC(N)=O)C(OC)C=CC=C(C)C(=O)NC(=CC1=O)C2=O. Cell line: A375. Synergy scores: synergy=47.1. (4) Drug 1: CC1(c2nc3c(C(N)=O)cccc3[nH]2)CCCN1. Drug 2: CCc1cnn2c(NCc3ccc[n+]([O-])c3)cc(N3CCCCC3CCO)nc12. Cell line: NCIH23. Synergy scores: synergy=12.0. (5) Drug 1: CC1CC2C3CCC4=CC(=O)C=CC4(C)C3(F)C(O)CC2(C)C1(O)C(=O)CO. Drug 2: O=C(O)C1(Cc2cccc(Nc3nccs3)n2)CCC(Oc2cccc(Cl)c2F)CC1. Cell line: LOVO. Synergy scores: synergy=8.08.